Dataset: Forward reaction prediction with 1.9M reactions from USPTO patents (1976-2016). Task: Predict the product of the given reaction. Given the reactants C1C(=O)N([Br:8])C(=O)C1.[Cl:9][C:10]1[CH:31]=[C:30]([S:32]([CH2:35][CH2:36][CH2:37]O)(=[O:34])=[O:33])[CH:29]=[CH:28][C:11]=1[C:12]([NH:14][C:15]1[CH:20]=[CH:19][C:18]([Cl:21])=[C:17]([C:22]2[CH:27]=[CH:26][CH:25]=[CH:24][N:23]=2)[CH:16]=1)=[O:13].C1(P(C2C=CC=CC=2)C2C=CC=CC=2)C=CC=CC=1, predict the reaction product. The product is: [Br:8][CH2:37][CH2:36][CH2:35][S:32]([C:30]1[CH:29]=[CH:28][C:11]([C:12]([NH:14][C:15]2[CH:20]=[CH:19][C:18]([Cl:21])=[C:17]([C:22]3[CH:27]=[CH:26][CH:25]=[CH:24][N:23]=3)[CH:16]=2)=[O:13])=[C:10]([Cl:9])[CH:31]=1)(=[O:34])=[O:33].